Predict the reactants needed to synthesize the given product. From a dataset of Full USPTO retrosynthesis dataset with 1.9M reactions from patents (1976-2016). (1) Given the product [NH2:7][C:6]1[N:5]=[C:3]([SH:4])[N:2]=[C:9]([OH:10])[C:8]=1[CH2:14][CH:15]([O:16][CH2:17][CH3:18])[O:19][CH2:20][CH3:21], predict the reactants needed to synthesize it. The reactants are: [Na].[NH2:2][C:3]([NH2:5])=[S:4].[C:6]([CH:8]([CH2:14][CH:15]([O:19][CH2:20][CH3:21])[O:16][CH2:17][CH3:18])[C:9](OCC)=[O:10])#[N:7].C(O)(=O)C. (2) Given the product [C:1]([O:5][C:6]([NH:8][CH2:9][C@H:10]1[CH2:15][CH2:14][C@H:13]([C:16]([NH:18][C@H:19]([C:37](=[O:50])[NH:38][C:39]2[CH:44]=[CH:43][C:42]([C:45]3[N:46]=[N:47][NH:48][N:49]=3)=[CH:41][CH:40]=2)[CH2:20][C:21]2[CH:26]=[CH:25][C:24]([C:27]3[CH:32]=[CH:31][C:30]([C:33]([NH:51][CH:52]4[CH2:53][CH2:54][N:55]([C:58]([O:60][C:61]([CH3:64])([CH3:63])[CH3:62])=[O:59])[CH2:56][CH2:57]4)=[O:34])=[C:29]([F:36])[CH:28]=3)=[CH:23][CH:22]=2)=[O:17])[CH2:12][CH2:11]1)=[O:7])([CH3:4])([CH3:2])[CH3:3], predict the reactants needed to synthesize it. The reactants are: [C:1]([O:5][C:6]([NH:8][CH2:9][C@H:10]1[CH2:15][CH2:14][C@H:13]([C:16]([NH:18][C@H:19]([C:37](=[O:50])[NH:38][C:39]2[CH:44]=[CH:43][C:42]([C:45]3[N:46]=[N:47][NH:48][N:49]=3)=[CH:41][CH:40]=2)[CH2:20][C:21]2[CH:26]=[CH:25][C:24]([C:27]3[CH:32]=[CH:31][C:30]([C:33](O)=[O:34])=[C:29]([F:36])[CH:28]=3)=[CH:23][CH:22]=2)=[O:17])[CH2:12][CH2:11]1)=[O:7])([CH3:4])([CH3:3])[CH3:2].[NH2:51][CH:52]1[CH2:57][CH2:56][N:55]([C:58]([O:60][C:61]([CH3:64])([CH3:63])[CH3:62])=[O:59])[CH2:54][CH2:53]1.F[P-](F)(F)(F)(F)F.CN(C(ON1C2=NC=CC=C2N=N1)=[N+](C)C)C.C(N(CC)C(C)C)(C)C. (3) The reactants are: [F:1][C:2]([F:6])([F:5])[CH2:3][OH:4].C(=O)([O-])[O-].[Cs+].[Cs+].Cl.[Cl:14][C:15]1[C:16]([CH2:26]Cl)=[N:17][CH:18]=[C:19]([CH:25]=1)[C:20]([O:22]CC)=[O:21].[OH-].[Na+].Cl. Given the product [Cl:14][C:15]1[C:16]([CH2:26][O:4][CH2:3][C:2]([F:6])([F:5])[F:1])=[N:17][CH:18]=[C:19]([CH:25]=1)[C:20]([OH:22])=[O:21], predict the reactants needed to synthesize it.